The task is: Predict the product of the given reaction.. This data is from Forward reaction prediction with 1.9M reactions from USPTO patents (1976-2016). (1) Given the reactants [CH3:1][C:2]1[CH:3]=[C:4]([N:9]2[C:13]3[C:14]([C:18]#[N:19])=[CH:15][CH:16]=[CH:17][C:12]=3[N:11]=[CH:10]2)[CH:5]=[C:6]([CH3:8])[CH:7]=1.[CH2:20](Cl)Cl.[F:23][C:24]([F:31])([F:30])[S:25]([O:28]C)(=[O:27])=[O:26].CC#N, predict the reaction product. The product is: [F:23][C:24]([F:31])([F:30])[S:25]([O-:28])(=[O:27])=[O:26].[C:18]([C:14]1[C:13]2[N:9]([C:4]3[CH:5]=[C:6]([CH3:8])[CH:7]=[C:2]([CH3:1])[CH:3]=3)[CH:10]=[N+:11]([CH3:20])[C:12]=2[CH:17]=[CH:16][CH:15]=1)#[N:19]. (2) Given the reactants Br[CH2:2][C:3]([N:5]([CH2:8][CH3:9])[CH2:6][CH3:7])=[O:4].[NH2:10][C:11]1[CH:16]=[CH:15][C:14]([CH3:17])=[CH:13][CH:12]=1.[CH:18]([C:21]1[CH:26]=[CH:25][C:24]([S:27](Cl)(=[O:29])=[O:28])=[CH:23][CH:22]=1)([CH3:20])[CH3:19], predict the reaction product. The product is: [CH2:6]([N:5]([CH2:8][CH3:9])[C:3](=[O:4])[CH2:2][N:10]([S:27]([C:24]1[CH:25]=[CH:26][C:21]([CH:18]([CH3:20])[CH3:19])=[CH:22][CH:23]=1)(=[O:29])=[O:28])[C:11]1[CH:16]=[CH:15][C:14]([CH3:17])=[CH:13][CH:12]=1)[CH3:7].